Dataset: Catalyst prediction with 721,799 reactions and 888 catalyst types from USPTO. Task: Predict which catalyst facilitates the given reaction. Reactant: [CH3:1][Li].[C:3]1([CH:9]([CH3:14])[CH2:10][C:11]([OH:13])=O)[CH:8]=[CH:7][CH:6]=[CH:5][CH:4]=1. Product: [C:3]1([CH:9]([CH3:14])[CH2:10][C:11](=[O:13])[CH3:1])[CH:4]=[CH:5][CH:6]=[CH:7][CH:8]=1. The catalyst class is: 28.